Dataset: Reaction yield outcomes from USPTO patents with 853,638 reactions. Task: Predict the reaction yield, written as a fraction of the theoretical maximum amount of product (1.0 means a 100% yield; for example, 0.34 means a 34% yield). (1) The reactants are Br[CH2:2][C:3]([C:5]1[C:6]([C:11]2[CH:16]=[CH:15][CH:14]=[CH:13][CH:12]=2)=[N:7][O:8][C:9]=1[CH3:10])=O.[NH2:17][C:18]1[CH:23]=[CH:22][C:21]([CH3:24])=[CH:20][N:19]=1. No catalyst specified. The product is [CH3:24][C:21]1[CH:22]=[CH:23][C:18]2[N:19]([CH:2]=[C:3]([C:5]3[C:6]([C:11]4[CH:16]=[CH:15][CH:14]=[CH:13][CH:12]=4)=[N:7][O:8][C:9]=3[CH3:10])[N:17]=2)[CH:20]=1. The yield is 0.210. (2) The reactants are [NH2:1][C:2]1[N:3]=[CH:4][C:5]([C:17]2[N:21]([CH3:22])[N:20]=[C:19]([CH:23]3[CH2:28][CH2:27][N:26](C(OC(C)(C)C)=O)[CH2:25][CH2:24]3)[N:18]=2)=[N:6][C:7]=1[C:8]1[O:9][C:10]([C:13]([CH3:16])([CH3:15])[CH3:14])=[N:11][N:12]=1.FC(F)(F)C(O)=O. The catalyst is C(Cl)Cl. The product is [C:13]([C:10]1[O:9][C:8]([C:7]2[C:2]([NH2:1])=[N:3][CH:4]=[C:5]([C:17]3[N:21]([CH3:22])[N:20]=[C:19]([CH:23]4[CH2:24][CH2:25][NH:26][CH2:27][CH2:28]4)[N:18]=3)[N:6]=2)=[N:12][N:11]=1)([CH3:16])([CH3:14])[CH3:15]. The yield is 1.03.